Dataset: Forward reaction prediction with 1.9M reactions from USPTO patents (1976-2016). Task: Predict the product of the given reaction. (1) Given the reactants [F:1][C:2]([F:16])([F:15])[C:3]1[CH:8]=[CH:7][C:6]([C:9]#[C:10][Si](C)(C)C)=[CH:5][N:4]=1.FC(F)(F)S(O[C:23]1[CH2:24][CH2:25][N:26]([S:29]([CH2:32][C@:33]2([CH3:40])[C:37](=[O:38])[NH:36][C:35](=[O:39])[NH:34]2)(=[O:31])=[O:30])[CH2:27][CH:28]=1)(=O)=O, predict the reaction product. The product is: [CH3:40][C@:33]1([CH2:32][S:29]([N:26]2[CH2:25][CH:24]=[C:23]([C:10]#[C:9][C:6]3[CH:5]=[N:4][C:3]([C:2]([F:16])([F:15])[F:1])=[CH:8][CH:7]=3)[CH2:28][CH2:27]2)(=[O:31])=[O:30])[NH:34][C:35](=[O:39])[NH:36][C:37]1=[O:38]. (2) The product is: [F:1][C:2]1[CH:26]=[CH:25][C:5]([CH2:6][N:7]2[C:11]3=[CH:12][N:13]=[C:14]([C:20]([NH:29][OH:27])=[O:21])[C:15]([CH2:16][CH2:17][CH2:18][OH:19])=[C:10]3[CH:9]=[CH:8]2)=[CH:4][CH:3]=1. Given the reactants [F:1][C:2]1[CH:26]=[CH:25][C:5]([CH2:6][N:7]2[C:11]3=[CH:12][N:13]=[C:14]([C:20](OCC)=[O:21])[C:15]([CH2:16][CH2:17][CH2:18][OH:19])=[C:10]3[CH:9]=[CH:8]2)=[CH:4][CH:3]=1.[OH-:27].[Na+].[NH2:29]O.C(O)(=O)C, predict the reaction product. (3) Given the reactants Br[C:2]1[C:7](C)=[CH:6][C:5](C)=[CH:4][C:3]=1[CH3:10].[OH:11][CH2:12]C1C=CC(B(O)O)=CC=1.[C:22](=[O:25])([O-])[O-:23].[Cs+].[Cs+].[CH2:28](N(CC)CC)C.[CH3:35][S:36](Cl)(=O)=O.ClC[C:42]1[CH:47]=[CH:46][C:45]([C:48]2[C:53]([CH3:54])=[CH:52][C:51]([CH3:55])=[CH:50][C:49]=2[CH3:56])=[CH:44][CH:43]=1.CN([CH:60]=[O:61])C, predict the reaction product. The product is: [CH3:28][O:23][C:22](=[O:25])[CH2:60][O:61][C:2]1[CH:7]=[C:6]([O:11][CH3:12])[C:5]([S:36][CH2:35][C:42]2[CH:43]=[CH:44][C:45]([C:48]3[C:49]([CH3:56])=[CH:50][C:51]([CH3:55])=[CH:52][C:53]=3[CH3:54])=[CH:46][CH:47]=2)=[CH:4][C:3]=1[CH3:10]. (4) Given the reactants [S:1]1[CH:5]=[CH:4][N:3]=[C:2]1[C:6]([OH:8])=O.CN(C(ON1N=NC2C=CC=NC1=2)=[N+](C)C)C.F[P-](F)(F)(F)(F)F.CCN(C(C)C)C(C)C.Cl.[NH2:43][CH:44]1[C:49](=[O:50])[CH2:48][CH2:47][N:46]([C:51]([O:53][CH2:54][C:55]2[CH:60]=[CH:59][CH:58]=[CH:57][CH:56]=2)=[O:52])[CH2:45]1, predict the reaction product. The product is: [O:50]=[C:49]1[CH2:48][CH2:47][N:46]([C:51]([O:53][CH2:54][C:55]2[CH:60]=[CH:59][CH:58]=[CH:57][CH:56]=2)=[O:52])[CH2:45][CH:44]1[NH:43][C:6]([C:2]1[S:1][CH:5]=[CH:4][N:3]=1)=[O:8]. (5) Given the reactants [BH-](OC(C)=O)(OC(C)=O)OC(C)=O.[Na+].[NH2:15][C:16]1[CH:21]=[CH:20][C:19]([C@H:22]2[C@@H:27]([C:28]([O:30][CH2:31][CH3:32])=[O:29])[CH2:26][CH2:25][CH2:24][N:23]2[C:33](=[O:42])[C:34]2[C:39]([CH3:40])=[CH:38][CH:37]=[CH:36][C:35]=2[F:41])=[CH:18][CH:17]=1.[C:43]1(=O)[CH2:47][CH2:46][CH2:45][CH2:44]1, predict the reaction product. The product is: [CH:43]1([NH:15][C:16]2[CH:21]=[CH:20][C:19]([C@H:22]3[C@@H:27]([C:28]([O:30][CH2:31][CH3:32])=[O:29])[CH2:26][CH2:25][CH2:24][N:23]3[C:33](=[O:42])[C:34]3[C:39]([CH3:40])=[CH:38][CH:37]=[CH:36][C:35]=3[F:41])=[CH:18][CH:17]=2)[CH2:47][CH2:46][CH2:45][CH2:44]1.